Dataset: HIV replication inhibition screening data with 41,000+ compounds from the AIDS Antiviral Screen. Task: Binary Classification. Given a drug SMILES string, predict its activity (active/inactive) in a high-throughput screening assay against a specified biological target. (1) The drug is CC(=O)N1c2ccccc2C2=NN=C(N(C)C)SC21. The result is 0 (inactive). (2) The molecule is O=S(=O)(O)CCC(O)S(=O)(=O)O. The result is 0 (inactive). (3) The molecule is CCOP(=O)(Nc1ccc(-c2ccc(N)cc2)cc1)OCC. The result is 0 (inactive). (4) The compound is Cc1ccc(S(=O)(=O)NN=Cc2c3ccccc3[n+]([O-])c3ccccc23)cc1. The result is 0 (inactive). (5) The molecule is COc1cc(C=C2SC(c3ccccc3)N(c3ccc(NC(C)=O)cc3)C2=O)cc(OC)c1OC. The result is 0 (inactive). (6) The molecule is CC(NNC(=O)CC(=O)N(C(=O)c1ccccc1)c1ccc(Cl)cc1)c1cc2ccccc2oc1=O. The result is 0 (inactive). (7) The compound is O=c1[nH]c(=O)n(C2CCC(COP(=O)(O)O)O2)cc1Cc1ccccc1. The result is 0 (inactive). (8) The compound is O=C1CCC2(c3ccccc3)Nc3ncccc3N12. The result is 0 (inactive). (9) The drug is Fc1ccccc1C=NC12CC3CC(CC(C3)C1)C2. The result is 0 (inactive).